From a dataset of Full USPTO retrosynthesis dataset with 1.9M reactions from patents (1976-2016). Predict the reactants needed to synthesize the given product. (1) Given the product [C:1]([O:5][C:6]([C:8]1[S:9][C:10]([C:32]2[CH:33]=[CH:34][N:30]([S:27](=[O:29])(=[O:28])[N:26]([CH3:25])[CH3:39])[N:31]=2)=[CH:11][C:12]=1[NH:13][S:14]([C:17]1[C:18]([CH3:23])=[CH:19][CH:20]=[CH:21][CH:22]=1)(=[O:16])=[O:15])=[O:7])([CH3:4])([CH3:3])[CH3:2], predict the reactants needed to synthesize it. The reactants are: [C:1]([O:5][C:6]([C:8]1[S:9][C:10](Br)=[CH:11][C:12]=1[NH:13][S:14]([C:17]1[C:18]([CH3:23])=[CH:19][CH:20]=[CH:21][CH:22]=1)(=[O:16])=[O:15])=[O:7])([CH3:4])([CH3:3])[CH3:2].[CH3:25][N:26]([CH3:39])[S:27]([N:30]1[CH:34]=[CH:33][C:32]([Sn](C)(C)C)=[N:31]1)(=[O:29])=[O:28]. (2) Given the product [F:24][C:3]1[CH:4]=[C:5]([NH:8][C:9]([N:11]2[CH2:16][CH2:15][CH:14]([CH2:17][N:18]3[CH2:23][CH2:22][CH2:21][CH2:20][CH2:19]3)[CH2:13][CH2:12]2)=[O:10])[CH:6]=[CH:7][C:2]=1[C:40]1[CH:45]=[CH:44][CH:43]=[CH:42][CH:41]=1, predict the reactants needed to synthesize it. The reactants are: Br[C:2]1[CH:7]=[CH:6][C:5]([NH:8][C:9]([N:11]2[CH2:16][CH2:15][CH:14]([CH2:17][N:18]3[CH2:23][CH2:22][CH2:21][CH2:20][CH2:19]3)[CH2:13][CH2:12]2)=[O:10])=[CH:4][CH:3]=1.[F:24]C1C=CC=CC=1B(O)O.C([O-])([O-])=O.[Na+].[Na+].[C:40]1(C)[CH:45]=[CH:44][CH:43]=[CH:42][C:41]=1P([C:40]1[CH:45]=[CH:44][CH:43]=[CH:42][C:41]=1C)[C:40]1[CH:45]=[CH:44][CH:43]=[CH:42][C:41]=1C.N. (3) The reactants are: C[O:2][C:3](=[O:27])[CH:4]([C:11]1[CH:16]=[CH:15][C:14]([N:17]2[C:21]([CH3:22])=[N:20][N:19]=[N:18]2)=[C:13]([C:23]([F:26])([F:25])[F:24])[CH:12]=1)[CH2:5][CH:6]1[CH2:10][CH2:9][CH2:8][CH2:7]1.[OH-].[Na+]. Given the product [CH:6]1([CH2:5][CH:4]([C:11]2[CH:16]=[CH:15][C:14]([N:17]3[C:21]([CH3:22])=[N:20][N:19]=[N:18]3)=[C:13]([C:23]([F:24])([F:26])[F:25])[CH:12]=2)[C:3]([OH:27])=[O:2])[CH2:10][CH2:9][CH2:8][CH2:7]1, predict the reactants needed to synthesize it. (4) Given the product [O:10]=[C:9]1[NH:5][CH:6]([C:11]([NH:37][C:33]2[CH:34]=[CH:35][CH:36]=[C:31]([C:22]3[C:23]4[C:18](=[CH:17][C:16]([O:15][CH3:14])=[C:25]5[O:26][C:27]([CH3:29])([CH3:30])[CH2:28][C:24]5=4)[CH2:19][C:20]([CH3:39])([CH3:38])[N:21]=3)[CH:32]=2)=[O:13])[CH2:7][CH2:8]1, predict the reactants needed to synthesize it. The reactants are: S(Cl)(Cl)=O.[NH:5]1[C:9](=[O:10])[CH2:8][CH2:7][CH:6]1[C:11]([OH:13])=O.[CH3:14][O:15][C:16]1[CH:17]=[C:18]2[C:23](=[C:24]3[CH2:28][C:27]([CH3:30])([CH3:29])[O:26][C:25]=13)[C:22]([C:31]1[CH:32]=[C:33]([NH2:37])[CH:34]=[CH:35][CH:36]=1)=[N:21][C:20]([CH3:39])([CH3:38])[CH2:19]2.C(N(CC)CC)C.[Cl-].[Na+]. (5) Given the product [C:24]([N:18]1[C:17]2[N:16]=[CH:15][C:14]([C:12]3[CH:13]=[C:8]([CH2:7][O:6][CH2:5][C:4]([OH:27])=[O:3])[CH:9]=[N:10][CH:11]=3)=[CH:23][C:22]=2[CH2:21][CH2:20][CH2:19]1)(=[O:26])[NH2:25], predict the reactants needed to synthesize it. The reactants are: C([O:3][C:4](=[O:27])[CH2:5][O:6][CH2:7][C:8]1[CH:9]=[N:10][CH:11]=[C:12]([C:14]2[CH:15]=[N:16][C:17]3[N:18]([C:24](=[O:26])[NH2:25])[CH2:19][CH2:20][CH2:21][C:22]=3[CH:23]=2)[CH:13]=1)C.[Li+].[OH-].CCO. (6) Given the product [C:1]([O:5][C:6]([N:8]([C:33]([O:35][C:36]([CH3:38])([CH3:37])[CH3:39])=[O:34])[C:9]1[N:14]=[C:13]([CH2:15][C@@H:16]2[C@H:20]([O:21][CH2:22][CH2:23][NH:48][CH2:47][C:42]3[CH:43]=[CH:44][CH:45]=[CH:46][C:41]=3[F:40])[CH2:19][N:18]([C:25]([O:27][C:28]([CH3:30])([CH3:31])[CH3:29])=[O:26])[CH2:17]2)[CH:12]=[C:11]([CH3:32])[CH:10]=1)=[O:7])([CH3:2])([CH3:4])[CH3:3], predict the reactants needed to synthesize it. The reactants are: [C:1]([O:5][C:6]([N:8]([C:33]([O:35][C:36]([CH3:39])([CH3:38])[CH3:37])=[O:34])[C:9]1[N:14]=[C:13]([CH2:15][C@@H:16]2[C@H:20]([O:21][CH2:22][CH:23]=O)[CH2:19][N:18]([C:25]([O:27][C:28]([CH3:31])([CH3:30])[CH3:29])=[O:26])[CH2:17]2)[CH:12]=[C:11]([CH3:32])[CH:10]=1)=[O:7])([CH3:4])([CH3:3])[CH3:2].[F:40][C:41]1[CH:46]=[CH:45][CH:44]=[CH:43][C:42]=1[CH2:47][NH2:48].C(N(CC)CC)C. (7) The reactants are: [H-].[Na+].[CH2:3]([O:10][C:11]([N:13]1[CH2:17][C@H:16]([OH:18])[CH2:15][C@H:14]1[C:19]([OH:21])=[O:20])=[O:12])[C:4]1[CH:9]=[CH:8][CH:7]=[CH:6][CH:5]=1.I[CH3:23]. Given the product [CH2:3]([O:10][C:11]([N:13]1[CH2:17][C@H:16]([O:18][CH3:23])[CH2:15][C@H:14]1[C:19]([OH:21])=[O:20])=[O:12])[C:4]1[CH:9]=[CH:8][CH:7]=[CH:6][CH:5]=1, predict the reactants needed to synthesize it. (8) Given the product [CH:26]1([CH2:25][N:9]2[C:10]3[C:6](=[CH:5][C:4]([N+:1]([O-:3])=[O:2])=[CH:12][CH:11]=3)[CH:7]=[C:8]2[C:13]([O:15][CH2:16][CH3:17])=[O:14])[CH2:28][CH2:27]1, predict the reactants needed to synthesize it. The reactants are: [N+:1]([C:4]1[CH:5]=[C:6]2[C:10](=[CH:11][CH:12]=1)[NH:9][C:8]([C:13]([O:15][CH2:16][CH3:17])=[O:14])=[CH:7]2)([O-:3])=[O:2].C([O-])([O-])=O.[Cs+].[Cs+].Br[CH2:25][CH:26]1[CH2:28][CH2:27]1. (9) Given the product [C:1]([O:4][C:5]1[C:14]2[C:9](=[C:10]([CH2:19][OH:20])[CH:11]=[C:12]([CH:15]([CH2:17][CH3:18])[CH3:16])[CH:13]=2)[N:8]=[C:7]([CH3:21])[C:6]=1[CH3:22])(=[O:3])[CH3:2], predict the reactants needed to synthesize it. The reactants are: [C:1]([O:4][C:5]1[C:14]2[C:9](=[C:10]([CH:19]=[O:20])[CH:11]=[C:12]([CH:15]([CH2:17][CH3:18])[CH3:16])[CH:13]=2)[N:8]=[C:7]([CH3:21])[C:6]=1[CH3:22])(=[O:3])[CH3:2].[BH4-].[Na+].O. (10) Given the product [CH:1]1[C:10]2[C:5](=[CH:6][CH:7]=[CH:8][CH:9]=2)[CH:4]=[CH:3][N+:2]=1[O-:12], predict the reactants needed to synthesize it. The reactants are: [CH:1]1[C:10]2[C:5](=[CH:6][CH:7]=[CH:8][CH:9]=2)[CH:4]=[CH:3][N:2]=1.B(O[O-])=[O:12].[Na+].[B-]1(O)(O)OO[B-](O)(O)OO1.